Dataset: Forward reaction prediction with 1.9M reactions from USPTO patents (1976-2016). Task: Predict the product of the given reaction. (1) Given the reactants S=[C:2]1[NH:6][C:5]2[CH:7]=[C:8]([C:11]([O:13][CH3:14])=[O:12])[CH:9]=[CH:10][C:4]=2[O:3]1.[N:15]1([CH:21]2[CH2:26][CH2:25][NH:24][CH2:23][CH2:22]2)[CH2:20][CH2:19][CH2:18][CH2:17][CH2:16]1, predict the reaction product. The product is: [N:15]1([CH:21]2[CH2:26][CH2:25][N:24]([C:2]3[O:3][C:4]4[CH:10]=[CH:9][C:8]([C:11]([O:13][CH3:14])=[O:12])=[CH:7][C:5]=4[N:6]=3)[CH2:23][CH2:22]2)[CH2:20][CH2:19][CH2:18][CH2:17][CH2:16]1. (2) Given the reactants C(=O)([O-])[O-].[Cs+].[Cs+].FC(F)(F)S(O[C:13]1[C:14]([N+:33]([O-:35])=[O:34])=[CH:15][C:16]2[O:20][C:19]([C:21]3[CH:26]=[CH:25][C:24]([F:27])=[CH:23][CH:22]=3)=[C:18]([C:28](=[O:31])[NH:29][CH3:30])[C:17]=2[CH:32]=1)(=O)=O.[CH2:38]([O:40][C:41]([C:43]1[CH:44]=[C:45](B(O)O)[CH:46]=[CH:47][CH:48]=1)=[O:42])[CH3:39].O1CCOCC1, predict the reaction product. The product is: [F:27][C:24]1[CH:23]=[CH:22][C:21]([C:19]2[O:20][C:16]3[CH:15]=[C:14]([N+:33]([O-:35])=[O:34])[C:13]([C:47]4[CH:48]=[C:43]([CH:44]=[CH:45][CH:46]=4)[C:41]([O:40][CH2:38][CH3:39])=[O:42])=[CH:32][C:17]=3[C:18]=2[C:28](=[O:31])[NH:29][CH3:30])=[CH:26][CH:25]=1.